From a dataset of Forward reaction prediction with 1.9M reactions from USPTO patents (1976-2016). Predict the product of the given reaction. (1) Given the reactants [C:1]([N:4]1[CH2:9][CH2:8][CH:7]([CH2:10][N:11]2[CH2:16][CH2:15][O:14][CH:13]([C:17](OC(C)(C)C)=O)[CH:12]2CN)[CH2:6][CH2:5]1)(=[O:3])[CH3:2].FC(F)(F)C(O)=O.[NH2:33][C:34]1[C:42]2[CH2:41][CH2:40][O:39][C:38]=2[C:37]([C:43](O)=[O:44])=[CH:36][C:35]=1[Cl:46].O.C[N:49](C=O)C, predict the reaction product. The product is: [C:1]([N:4]1[CH2:5][CH2:6][CH:7]([CH2:10][N:11]2[CH2:16][CH2:15][O:14][CH:13]([CH2:17][NH:49][C:43]([C:37]3[C:38]4[O:39][CH2:40][CH2:41][C:42]=4[C:34]([NH2:33])=[C:35]([Cl:46])[CH:36]=3)=[O:44])[CH2:12]2)[CH2:8][CH2:9]1)(=[O:3])[CH3:2]. (2) Given the reactants [CH3:1][N:2]([CH3:12])[N:3]1[CH2:8][CH2:7][C:6]([OH:11])([C:9]#N)[CH2:5][CH2:4]1.[OH-:13].[Na+].[C:15](=O)(O)[O-:16].[K+], predict the reaction product. The product is: [CH3:15][O:16][C:9]([C:6]1([OH:11])[CH2:7][CH2:8][N:3]([N:2]([CH3:12])[CH3:1])[CH2:4][CH2:5]1)=[O:13]. (3) Given the reactants Cl[C:2]([O:4][CH2:5][CH3:6])=[O:3].[CH:7]1[C:15]2[C:14]3[CH2:16][CH2:17][CH2:18][CH2:19][CH2:20][C:13]=3[O:12][C:11]=2[CH:10]=[CH:9][C:8]=1[NH2:21].N1C=CC=CC=1, predict the reaction product. The product is: [CH:7]1[C:15]2[C:14]3[CH2:16][CH2:17][CH2:18][CH2:19][CH2:20][C:13]=3[O:12][C:11]=2[CH:10]=[CH:9][C:8]=1[NH:21][C:2](=[O:3])[O:4][CH2:5][CH3:6]. (4) Given the reactants [NH:1]1[CH2:6][CH2:5][CH:4]([CH2:7][NH:8][C:9](=[O:18])[O:10][CH2:11][C:12]2[CH:17]=[CH:16][CH:15]=[CH:14][CH:13]=2)[CH2:3][CH2:2]1.C(N(CC)CC)C.Br[CH2:27][C:28](=[O:33])[C:29]([CH3:32])([CH3:31])[CH3:30], predict the reaction product. The product is: [CH3:30][C:29]([CH3:32])([CH3:31])[C:28](=[O:33])[CH2:27][N:1]1[CH2:6][CH2:5][CH:4]([CH2:7][NH:8][C:9](=[O:18])[O:10][CH2:11][C:12]2[CH:17]=[CH:16][CH:15]=[CH:14][CH:13]=2)[CH2:3][CH2:2]1. (5) Given the reactants [Br:1][C:2]1[CH:7]=[CH:6][C:5]([S:8]([CH3:11])(=[O:10])=[O:9])=[CH:4][CH:3]=1.[C:12]([O:16][C:17](O[C:17]([O:16][C:12]([CH3:15])([CH3:14])[CH3:13])=[O:18])=[O:18])([CH3:15])([CH3:14])[CH3:13].C[Si](C)(C)[N-][Si](C)(C)C.[Li+], predict the reaction product. The product is: [Br:1][C:2]1[CH:7]=[CH:6][C:5]([S:8]([CH2:11][C:17]([O:16][C:12]([CH3:15])([CH3:14])[CH3:13])=[O:18])(=[O:10])=[O:9])=[CH:4][CH:3]=1. (6) Given the reactants CON(C)[C:4]([C:6]1[CH:15]=[CH:14][C:9]2[N:10]([CH3:13])[CH:11]=[N:12][C:8]=2[CH:7]=1)=[O:5].[CH2:17]1COC[CH2:18]1, predict the reaction product. The product is: [CH3:13][N:10]1[C:9]2[CH:14]=[CH:15][C:6]([C:4](=[O:5])[CH2:17][CH3:18])=[CH:7][C:8]=2[N:12]=[CH:11]1. (7) Given the reactants [CH3:1][O:2][C:3]1[CH:4]=[C:5]([C:12]2[CH:13]=[CH:14][C:15]([N:18]3[CH2:24][CH2:23][CH2:22][N:21]([C:25]4[CH:30]=[CH:29][C:28]([C:31]5[CH:36]=[C:35]6[O:37][CH2:38][O:39][C:34]6=[C:33]([O:40][CH3:41])[CH:32]=5)=[CH:27][N:26]=4)[CH2:20][CH2:19]3)=[N:16][CH:17]=2)[CH:6]=[C:7]2[O:11][CH2:10][O:9][C:8]=12.[CH3:42][S:43]([OH:46])(=[O:45])=[O:44], predict the reaction product. The product is: [CH3:42][S:43]([OH:46])(=[O:45])=[O:44].[CH3:42][S:43]([OH:46])(=[O:45])=[O:44].[CH3:1][O:2][C:3]1[CH:4]=[C:5]([C:12]2[CH:13]=[CH:14][C:15]([N:18]3[CH2:24][CH2:23][CH2:22][N:21]([C:25]4[CH:30]=[CH:29][C:28]([C:31]5[CH:36]=[C:35]6[O:37][CH2:38][O:39][C:34]6=[C:33]([O:40][CH3:41])[CH:32]=5)=[CH:27][N:26]=4)[CH2:20][CH2:19]3)=[N:16][CH:17]=2)[CH:6]=[C:7]2[O:11][CH2:10][O:9][C:8]=12.